Regression/Classification. Given a drug SMILES string, predict its toxicity properties. Task type varies by dataset: regression for continuous values (e.g., LD50, hERG inhibition percentage) or binary classification for toxic/non-toxic outcomes (e.g., AMES mutagenicity, cardiotoxicity, hepatotoxicity). Dataset: ld50_zhu. From a dataset of Acute oral toxicity (LD50) regression data from Zhu et al.. (1) The compound is COc1ccc(CCN(C)CCCC(C#N)(c2ccc(OC)c(OC)c2)C(C)C)cc1OC. The rat oral LD50 is 3.44, given as -log10 of the dose in mol/kg body weight (higher means more acutely toxic). (2) The drug is CN(C)C(=O)c1cccc(-c2ccccc2)c1O. The rat oral LD50 is 2.10, given as -log10 of the dose in mol/kg body weight (higher means more acutely toxic).